From a dataset of Reaction yield outcomes from USPTO patents with 853,638 reactions. Predict the reaction yield, written as a fraction of the theoretical maximum amount of product (1.0 means a 100% yield; for example, 0.34 means a 34% yield). (1) The reactants are [NH2:1][C:2]1[CH:7]=[C:6]([Cl:8])[CH:5]=[C:4]([Cl:9])[N:3]=1.[NH:10]1[CH2:15][CH2:14][O:13][CH2:12][CH2:11]1.CS(C)=O. No catalyst specified. The product is [Cl:8][C:6]1[CH:5]=[C:4]([N:10]2[CH2:15][CH2:14][O:13][CH2:12][CH2:11]2)[N:3]=[C:2]([NH2:1])[CH:7]=1.[Cl:9][C:4]1[N:3]=[C:2]([NH2:1])[CH:7]=[C:6]([N:10]2[CH2:15][CH2:14][O:13][CH2:12][CH2:11]2)[CH:5]=1. The yield is 0.720. (2) The reactants are [Cl:1][C:2]1[CH:24]=[CH:23][C:5]([CH2:6][NH:7][C:8]([C:10]2[C:11](=[O:22])[C:12]3[CH:20]=[C:19](I)[CH:18]=[N:17][C:13]=3[N:14]([CH3:16])[N:15]=2)=[O:9])=[CH:4][CH:3]=1.C(NCC)C.[CH2:30]([OH:33])[C:31]#[CH:32]. The catalyst is CCOC(C)=O.Cl[Pd](Cl)([P](C1C=CC=CC=1)(C1C=CC=CC=1)C1C=CC=CC=1)[P](C1C=CC=CC=1)(C1C=CC=CC=1)C1C=CC=CC=1.[Cu]I. The product is [Cl:1][C:2]1[CH:24]=[CH:23][C:5]([CH2:6][NH:7][C:8]([C:10]2[C:11](=[O:22])[C:12]3[CH:20]=[C:19]([C:32]#[C:31][CH2:30][OH:33])[CH:18]=[N:17][C:13]=3[N:14]([CH3:16])[N:15]=2)=[O:9])=[CH:4][CH:3]=1. The yield is 0.710. (3) The reactants are [Br-].[C:2]([CH2:4][P+](C1C=CC=CC=1)(C1C=CC=CC=1)C1C=CC=CC=1)#[N:3].[OH-].[Na+].[F:26][C:27]([F:44])([F:43])[C:28]1[CH:29]=[C:30]([CH:40]=[CH:41][CH:42]=1)[O:31][C:32]1[CH:39]=[CH:38][C:35]([CH:36]=O)=[CH:34][CH:33]=1. The catalyst is O.C(Cl)Cl. The product is [F:26][C:27]([F:44])([F:43])[C:28]1[CH:29]=[C:30]([CH:40]=[CH:41][CH:42]=1)[O:31][C:32]1[CH:39]=[CH:38][C:35]([CH:36]=[CH:4][C:2]#[N:3])=[CH:34][CH:33]=1. The yield is 0.920. (4) The reactants are C([O:4][CH2:5][C:6]1[C:7]([N:33]2[CH2:45][CH2:44][N:36]3[C:37]4[CH2:38][CH2:39][CH2:40][CH2:41][C:42]=4[CH:43]=[C:35]3[C:34]2=[O:46])=[N:8][CH:9]=[CH:10][C:11]=1[C:12]1[CH:17]=[C:16]([NH:18][C:19]2[CH:30]=[C:22]3[CH2:23][N:24]([CH:27]4[CH2:29][CH2:28]4)[CH2:25][CH2:26][N:21]3[N:20]=2)[C:15](=[O:31])[N:14]([CH3:32])[CH:13]=1)(=O)C.[OH-].[Li+]. No catalyst specified. The product is [CH:27]1([N:24]2[CH2:25][CH2:26][N:21]3[N:20]=[C:19]([NH:18][C:16]4[C:15](=[O:31])[N:14]([CH3:32])[CH:13]=[C:12]([C:11]5[CH:10]=[CH:9][N:8]=[C:7]([N:33]6[CH2:45][CH2:44][N:36]7[C:37]8[CH2:38][CH2:39][CH2:40][CH2:41][C:42]=8[CH:43]=[C:35]7[C:34]6=[O:46])[C:6]=5[CH2:5][OH:4])[CH:17]=4)[CH:30]=[C:22]3[CH2:23]2)[CH2:29][CH2:28]1. The yield is 0.200. (5) The reactants are Br[CH2:2][CH:3]([O:7][CH2:8][CH3:9])[O:4][CH2:5][CH3:6].[CH2:10]([NH:12][CH2:13][CH3:14])[CH3:11]. The catalyst is CC(C)=O. The product is [CH2:5]([O:4][CH:3]([O:7][CH2:8][CH3:9])[CH2:2][N:12]([CH2:13][CH3:14])[CH2:10][CH3:11])[CH3:6]. The yield is 0.208.